Dataset: Reaction yield outcomes from USPTO patents with 853,638 reactions. Task: Predict the reaction yield, written as a fraction of the theoretical maximum amount of product (1.0 means a 100% yield; for example, 0.34 means a 34% yield). (1) The reactants are C(=O)(O)[O-].[Na+].[N+:6]([C:9]1[CH:14]=[CH:13][C:12]([CH:15]2[O:19][CH2:18][CH2:17][O:16]2)=[CH:11][CH:10]=1)([O-])=O. The catalyst is CCO.[Pt](=O)=O. The product is [O:16]1[CH2:17][CH2:18][O:19][CH:15]1[C:12]1[CH:13]=[CH:14][C:9]([NH2:6])=[CH:10][CH:11]=1. The yield is 0.960. (2) The reactants are [CH3:1][C:2]1[C:3]2[CH:4]=[CH:5][C:6]([O:13][CH2:14][CH2:15][CH2:16][CH:17]=O)=[N:7][C:8]=2[NH:9][C:10](=[O:12])[CH:11]=1.Cl.[Cl:20][C:21]1[C:26]([Cl:27])=[CH:25][CH:24]=[CH:23][C:22]=1[N:28]1[CH2:33][CH2:32][NH:31][CH2:30][CH2:29]1.C(N(CC)CC)C.C(O[BH-](OC(=O)C)OC(=O)C)(=O)C.[Na+]. The yield is 0.630. The product is [Cl:20][C:21]1[C:26]([Cl:27])=[CH:25][CH:24]=[CH:23][C:22]=1[N:28]1[CH2:33][CH2:32][N:31]([CH2:17][CH2:16][CH2:15][CH2:14][O:13][C:6]2[N:7]=[C:8]3[C:3]([C:2]([CH3:1])=[CH:11][C:10](=[O:12])[NH:9]3)=[CH:4][CH:5]=2)[CH2:30][CH2:29]1. The catalyst is ClCCCl. (3) The reactants are [CH3:1][O:2][C:3]([C:5]1[CH:6]=[CH:7][C:8](N)=[C:9]2[O:13][CH:12]=[CH:11][C:10]=12)=[O:4].[N:15]1C=CC=CC=1.[CH3:21][S:22](Cl)(=[O:24])=[O:23]. The catalyst is ClCCl. The product is [CH3:1][O:2][C:3]([C:5]1[CH:6]=[CH:7][C:8]([S:22]([CH3:21])(=[O:24])=[O:23])=[C:9]2[O:13][C:12]([NH2:15])=[CH:11][C:10]=12)=[O:4]. The yield is 0.890. (4) The reactants are [CH2:1]([O:3][C:4]([C:6]1[O:7][C:8]2[CH:14]=[C:13]([C:15]([CH2:26][CH3:27])([C:18]3[CH:23]=[CH:22][C:21]([OH:24])=[C:20]([CH3:25])[CH:19]=3)[CH2:16][CH3:17])[CH:12]=[CH:11][C:9]=2[CH:10]=1)=[O:5])[CH3:2].Br[CH2:29][C:30](=[O:35])[C:31]([CH3:34])([CH3:33])[CH3:32].C([O-])([O-])=O.[K+].[K+]. The catalyst is CC(C)=O. The product is [CH2:1]([O:3][C:4]([C:6]1[O:7][C:8]2[CH:14]=[C:13]([C:15]([C:18]3[CH:23]=[CH:22][C:21]([O:24][CH2:29][C:30](=[O:35])[C:31]([CH3:34])([CH3:33])[CH3:32])=[C:20]([CH3:25])[CH:19]=3)([CH2:26][CH3:27])[CH2:16][CH3:17])[CH:12]=[CH:11][C:9]=2[CH:10]=1)=[O:5])[CH3:2]. The yield is 0.900. (5) The reactants are C([NH:4][C:5]1[CH:10]=[CH:9][C:8]([S:11]([N:14]([CH2:30][CH2:31][C:32]2[C:40]3[C:35](=[CH:36][CH:37]=[CH:38][CH:39]=3)[NH:34][CH:33]=2)[CH:15]2[C:23]3[C:18](=[CH:19][C:20](/[CH:24]=[CH:25]/[C:26]([O:28][CH3:29])=[O:27])=[CH:21][CH:22]=3)[CH2:17][CH2:16]2)(=[O:13])=[O:12])=[CH:7][CH:6]=1)(=O)C.Cl. The catalyst is CO.O1CCOCC1. The product is [NH2:4][C:5]1[CH:6]=[CH:7][C:8]([S:11]([N:14]([CH2:30][CH2:31][C:32]2[C:40]3[C:35](=[CH:36][CH:37]=[CH:38][CH:39]=3)[NH:34][CH:33]=2)[CH:15]2[C:23]3[C:18](=[CH:19][C:20](/[CH:24]=[CH:25]/[C:26]([O:28][CH3:29])=[O:27])=[CH:21][CH:22]=3)[CH2:17][CH2:16]2)(=[O:13])=[O:12])=[CH:9][CH:10]=1. The yield is 0.900. (6) The reactants are [NH2:1][C:2]1[CH:3]=[C:4]([CH:8]=[CH:9][C:10]=1[OH:11])[C:5]([OH:7])=[O:6].[CH3:12][O:13][C:14]([C:16]1[CH:17]=[C:18]2[C:23](=[CH:24][CH:25]=1)[CH:22]=[C:21]([C:26](O)=[O:27])[CH:20]=[CH:19]2)=[O:15]. The catalyst is C(Cl)Cl.N1C=CC=CC=1. The product is [OH:11][C:10]1[CH:9]=[CH:8][C:4]([C:5]([OH:7])=[O:6])=[CH:3][C:2]=1[NH:1][C:26]([C:21]1[CH:20]=[CH:19][C:18]2[C:23](=[CH:24][CH:25]=[C:16]([C:14]([O:13][CH3:12])=[O:15])[CH:17]=2)[CH:22]=1)=[O:27]. The yield is 0.250. (7) The reactants are Br[C:2]1[CH:3]=[C:4]2[N:10]=[CH:9][N:8]([CH2:11][C:12]3[CH:28]=[CH:27][C:15]4[N:16]=[C:17]([NH:19][C@@H:20]5[CH2:25][CH2:24][CH2:23][CH2:22][C@H:21]5[OH:26])[S:18][C:14]=4[CH:13]=3)[C:5]2=[N:6][CH:7]=1.C([Sn](CCCC)(CCCC)[C:34]([O:36][CH2:37][CH3:38])=[CH2:35])CCC. The catalyst is C1C=CC(/C=C/C(/C=C/C2C=CC=CC=2)=O)=CC=1.C1C=CC(/C=C/C(/C=C/C2C=CC=CC=2)=O)=CC=1.C1C=CC(/C=C/C(/C=C/C2C=CC=CC=2)=O)=CC=1.[Pd].[Pd].CN(C=O)C. The product is [CH2:37]([O:36][C:34]([C:2]1[CH:3]=[C:4]2[N:10]=[CH:9][N:8]([CH2:11][C:12]3[CH:28]=[CH:27][C:15]4[N:16]=[C:17]([NH:19][C@@H:20]5[CH2:25][CH2:24][CH2:23][CH2:22][C@H:21]5[OH:26])[S:18][C:14]=4[CH:13]=3)[C:5]2=[N:6][CH:7]=1)=[CH2:35])[CH3:38]. The yield is 0.470. (8) The yield is 0.300. The reactants are [C:1]([O:5]C(N1C[C@@H](N(C)C)C[C@H]1CO)=O)(C)(C)C.O[C:19]1[CH:28]=[CH:27][C:22]([C:23]([O:25]C)=[O:24])=[CH:21][CH:20]=1.C1C=CC(P(C2C=CC=CC=2)C2C=CC=CC=2)=CC=1.CC(OC(/N=N/C(OC(C)C)=O)=O)C. The product is [C:23]([O:25][O:5][CH3:1])(=[O:24])[C:22]1[CH:27]=[CH:28][CH:19]=[CH:20][CH:21]=1. The catalyst is C1COCC1. (9) No catalyst specified. The product is [Cl:22][C:9]1[N:8]=[CH:7][N:6]=[C:5]2[NH:1][N:2]=[CH:3][C:4]=12. The yield is 0.410. The reactants are [NH:1]1[C:5]2=[N:6][CH:7]=[N:8][C:9](O)=[C:4]2[CH:3]=[N:2]1.CN(C)C1C=CC=CC=1.P(Cl)(Cl)([Cl:22])=O.